From a dataset of Full USPTO retrosynthesis dataset with 1.9M reactions from patents (1976-2016). Predict the reactants needed to synthesize the given product. The reactants are: O.C1(C)C=CC(S(O)(=O)=O)=CC=1.[C:13]([O:17][C:18]([C@@:20]1([NH:33]C(OC(C)(C)C)=O)[CH2:22][C@@:21]1([CH2:29][N:30]=[N+:31]=[N-:32])[C:23]1[CH:28]=[CH:27][CH:26]=[CH:25][CH:24]=1)=[O:19])([CH3:16])([CH3:15])[CH3:14].C(OC([C@@]1(NC(OC(C)(C)C)=O)C[C@]1(CO)C1C=CC=CC=1)=O)(C)(C)C.O. Given the product [C:13]([O:17][C:18]([C@@:20]1([NH2:33])[CH2:22][C@@:21]1([CH2:29][N:30]=[N+:31]=[N-:32])[C:23]1[CH:28]=[CH:27][CH:26]=[CH:25][CH:24]=1)=[O:19])([CH3:16])([CH3:14])[CH3:15], predict the reactants needed to synthesize it.